From a dataset of Catalyst prediction with 721,799 reactions and 888 catalyst types from USPTO. Predict which catalyst facilitates the given reaction. Reactant: C([O:8][CH2:9][CH2:10][CH2:11][CH2:12][CH2:13][CH2:14][CH2:15][CH2:16][C:17]([F:23])([F:22])[C:18]([F:21])([F:20])[F:19])C1C=CC=CC=1.CN(C)C1C=CC=CC=1.[Cl-].[Cl-].[Cl-].[Al+3].Cl. Product: [F:22][C:17]([F:23])([C:18]([F:19])([F:20])[F:21])[CH2:16][CH2:15][CH2:14][CH2:13][CH2:12][CH2:11][CH2:10][CH2:9][OH:8]. The catalyst class is: 2.